Dataset: Forward reaction prediction with 1.9M reactions from USPTO patents (1976-2016). Task: Predict the product of the given reaction. (1) Given the reactants [N+:1]([C:4]1[C:5]([N:10]2[CH2:15][CH2:14][C:13](=[CH:16][C:17]#[CH:18])[CH2:12][CH2:11]2)=[N:6][CH:7]=[CH:8][CH:9]=1)([O-:3])=[O:2].Br[C:20]1[CH:25]=[C:24]([F:26])[C:23]([O:27][CH3:28])=[C:22]([F:29])[CH:21]=1, predict the reaction product. The product is: [F:26][C:24]1[CH:25]=[C:20]([C:18]#[C:17][CH:16]=[C:13]2[CH2:14][CH2:15][N:10]([C:5]3[C:4]([N+:1]([O-:3])=[O:2])=[CH:9][CH:8]=[CH:7][N:6]=3)[CH2:11][CH2:12]2)[CH:21]=[C:22]([F:29])[C:23]=1[O:27][CH3:28]. (2) Given the reactants [F:1][C:2]1[CH:7]=[CH:6][C:5]([NH:8][C:9]2[O:10][CH2:11][C:12](=[O:18])[C:13]=2[C:14]([O:16][CH3:17])=[O:15])=[CH:4][CH:3]=1.ClCC(=O)CC(OC)=O.FC1C=CC(N=C=O)=CC=1.[NH:38]1[C:46]2[C:41](=[CH:42][CH:43]=[CH:44][N:45]=2)[C:40]([CH:47]=O)=[CH:39]1.N1CCC[C@H]1C(O)=O, predict the reaction product. The product is: [NH:38]1[C:46]2=[N:45][CH:44]=[CH:43][CH:42]=[C:41]2[C:40]([CH:47]=[C:11]2[O:10][C:9]([NH:8][C:5]3[CH:4]=[CH:3][C:2]([F:1])=[CH:7][CH:6]=3)=[C:13]([C:14]([O:16][CH3:17])=[O:15])[C:12]2=[O:18])=[CH:39]1.